The task is: Predict the reactants needed to synthesize the given product.. This data is from Full USPTO retrosynthesis dataset with 1.9M reactions from patents (1976-2016). Given the product [F:18][C:2]([F:1])([F:19])[C:3]([N:5]1[CH2:9][CH2:8][C@H:7]([CH2:10][C:11]2[CH:16]=[CH:15][CH:14]=[C:13]([F:17])[CH:12]=2)[CH2:6]1)=[O:4], predict the reactants needed to synthesize it. The reactants are: [F:1][C:2]([F:19])([F:18])[C:3]([N:5]1[CH2:9][CH2:8][C@@H:7]([CH2:10][C:11]2[CH:16]=[CH:15][CH:14]=[C:13]([F:17])[CH:12]=2)[CH2:6]1)=[O:4].FC1C=C(C=CC=1)C[C@H]1CCN(C(OC(C)(C)C)=O)C1.